Dataset: Reaction yield outcomes from USPTO patents with 853,638 reactions. Task: Predict the reaction yield, written as a fraction of the theoretical maximum amount of product (1.0 means a 100% yield; for example, 0.34 means a 34% yield). (1) The reactants are Cl[C:2]1[N:11]=[CH:10][C:9]2[C:4](=[CH:5][CH:6]=[C:7]([O:12][CH3:13])[CH:8]=2)[N:3]=1.[NH:14]1[CH2:19][CH2:18][CH:17]([C:20]([O:22][CH3:23])=[O:21])[CH2:16][CH2:15]1.CCN(CC)CC. The catalyst is CC(O)C.CCOC(C)=O. The product is [CH3:13][O:12][C:7]1[CH:8]=[C:9]2[C:4](=[CH:5][CH:6]=1)[N:3]=[C:2]([N:14]1[CH2:19][CH2:18][CH:17]([C:20]([O:22][CH3:23])=[O:21])[CH2:16][CH2:15]1)[N:11]=[CH:10]2. The yield is 0.730. (2) The reactants are [SH:1][CH2:2][CH2:3][OH:4].Cl[C:6]1[CH:15]=[N:14][C:13]2[C:8](=[CH:9][C:10]([O:16][CH3:17])=[CH:11][CH:12]=2)[N:7]=1.C(=O)([O-])[O-].[K+].[K+].C(OCC)(=O)C. The catalyst is CN(C)C=O.CCCCCC. The product is [CH3:17][O:16][C:10]1[CH:9]=[C:8]2[C:13]([N:14]=[CH:15][C:6]([S:1][CH2:2][CH2:3][OH:4])=[N:7]2)=[CH:12][CH:11]=1. The yield is 0.990. (3) The reactants are [CH3:1][O:2][C:3](=[O:24])[C:4]1[C:9]([F:10])=[C:8](B2OC(C)(C)C(C)(C)O2)[CH:7]=[C:6]([N+:20]([O-:22])=[O:21])[C:5]=1[NH2:23].[CH3:25][N:26]1[CH:31]=[CH:30][C:29](OS(C(F)(F)F)(=O)=O)=[CH:28][C:27]1=[O:40].[Cl-].[Li+].C(=O)([O-])[O-].[Na+].[Na+]. The catalyst is COCCOC. The product is [CH3:1][O:2][C:3](=[O:24])[C:4]1[C:9]([F:10])=[C:8]([C:29]2[CH:30]=[CH:31][N:26]([CH3:25])[C:27](=[O:40])[CH:28]=2)[CH:7]=[C:6]([N+:20]([O-:22])=[O:21])[C:5]=1[NH2:23]. The yield is 0.250. (4) The reactants are [F:1][C:2]([F:21])([F:20])[C:3]1[CH:8]=[CH:7][C:6]([C:9]2[CH:10]=[C:11]3[C:16](=[CH:17][CH:18]=2)[NH:15][C:14](=[O:19])[CH2:13][CH2:12]3)=[CH:5][CH:4]=1.[OH-].[Na+].[C:24]([O:28][CH2:29][CH3:30])(=[O:27])[CH:25]=[CH2:26]. The catalyst is O1CCCC1.CN(C)C=O. The product is [O:19]=[C:14]1[CH2:13][CH2:12][C:11]2[C:16](=[CH:17][CH:18]=[C:9]([C:6]3[CH:5]=[CH:4][C:3]([C:2]([F:1])([F:20])[F:21])=[CH:8][CH:7]=3)[CH:10]=2)[N:15]1[CH2:26][CH2:25][C:24]([O:28][CH2:29][CH3:30])=[O:27]. The yield is 0.580.